Dataset: Experimentally validated miRNA-target interactions with 360,000+ pairs, plus equal number of negative samples. Task: Binary Classification. Given a miRNA mature sequence and a target amino acid sequence, predict their likelihood of interaction. The miRNA is mmu-miR-466n-5p with sequence GUGUGUGCGUACAUGUACAUGU. The protein sequence of the target gene is MEPFCPLLLASFSLSLARAGQGNDTTPTESNWTSTTAGPPDPGASQPLLTWLLLPLLLLLFLLAAYFFRFRKQRKAVVSSNDKKMPNGILEEQEQQRVMLLSRSPSGPKKFFPIPVEHLEEEIRVRSADDCKRFREEFNSLPSGHIQGTFELANKEENREKNRYPNILPNDHCRVILSQVDGIPCSDYINASYIDGYKEKNKFIAAQGPKQETVNDFWRMVWEQRSATIVMLTNLKERKEEKCYQYWPDQGCWTYGNIRVCVEDCVVLVDYTIRKFCIHPQLPDSCKAPRLVSQLHFTSW.... Result: 1 (interaction).